This data is from Forward reaction prediction with 1.9M reactions from USPTO patents (1976-2016). The task is: Predict the product of the given reaction. The product is: [ClH:30].[C:26]([CH2:25][O:24][C:18]1[CH:17]=[C:16]([CH:21]=[C:20]([O:22][CH3:23])[CH:19]=1)[C:15]([NH:14][CH:11]1[CH2:10][CH2:9][NH:8][CH2:13][CH2:12]1)=[O:29])(=[O:28])[NH2:27]. Given the reactants C(OC([N:8]1[CH2:13][CH2:12][CH:11]([NH:14][C:15](=[O:29])[C:16]2[CH:21]=[C:20]([O:22][CH3:23])[CH:19]=[C:18]([O:24][CH2:25][C:26](=[O:28])[NH2:27])[CH:17]=2)[CH2:10][CH2:9]1)=O)(C)(C)C.[ClH:30].O1CCOCC1, predict the reaction product.